From a dataset of Full USPTO retrosynthesis dataset with 1.9M reactions from patents (1976-2016). Predict the reactants needed to synthesize the given product. Given the product [NH2:10][CH2:11][C:12]1([C:18]([NH:20][C:21]2[CH:26]=[CH:25][CH:24]=[CH:23][N:22]=2)=[O:19])[CH2:17][CH2:16][N:15]([C:28]2[C:29]3[CH:36]=[CH:35][NH:34][C:30]=3[N:31]=[CH:32][N:33]=2)[CH2:14][CH2:13]1, predict the reactants needed to synthesize it. The reactants are: C(N(C(C)C)C(C)C)C.[NH2:10][CH2:11][C:12]1([C:18]([NH:20][C:21]2[CH:26]=[CH:25][CH:24]=[CH:23][N:22]=2)=[O:19])[CH2:17][CH2:16][NH:15][CH2:14][CH2:13]1.Cl[C:28]1[C:29]2[CH:36]=[CH:35][NH:34][C:30]=2[N:31]=[CH:32][N:33]=1.